This data is from Full USPTO retrosynthesis dataset with 1.9M reactions from patents (1976-2016). The task is: Predict the reactants needed to synthesize the given product. (1) Given the product [C:1]([OH:5])(=[O:4])[CH:2]=[CH2:3].[CH2:6]([O:10][C:11](=[O:14])[CH:12]=[CH2:13])[CH2:7][CH2:8][CH3:9].[C:15]([NH2:19])(=[O:18])[CH:16]=[CH2:17], predict the reactants needed to synthesize it. The reactants are: [C:1]([OH:5])(=[O:4])[CH:2]=[CH2:3].[CH2:6]([O:10][C:11](=[O:14])[CH:12]=[CH2:13])[CH2:7][CH2:8][CH3:9].[C:15]([NH2:19])(=[O:18])[CH:16]=[CH2:17]. (2) Given the product [C:16]1([CH2:22][CH2:23][S:24]([NH:27][C:9](=[O:10])[O:11][C:12]([CH3:13])([CH3:14])[CH3:15])(=[O:25])=[O:26])[CH:17]=[CH:18][CH:19]=[CH:20][CH:21]=1, predict the reactants needed to synthesize it. The reactants are: [C:12]([O:11][C:9](O[C:9]([O:11][C:12]([CH3:15])([CH3:14])[CH3:13])=[O:10])=[O:10])([CH3:15])([CH3:14])[CH3:13].[C:16]1([CH2:22][CH2:23][S:24]([NH2:27])(=[O:26])=[O:25])[CH:21]=[CH:20][CH:19]=[CH:18][CH:17]=1.C(N(CC)CC)C.